Dataset: Full USPTO retrosynthesis dataset with 1.9M reactions from patents (1976-2016). Task: Predict the reactants needed to synthesize the given product. (1) Given the product [Cl:16][C:9]1[CH:10]=[C:11]([Cl:15])[C:12]2[C:7](=[CH:6][C:5]([OH:4])=[CH:14][CH:13]=2)[C:8]=1[NH:17][C:18]([NH:20][C:21]1[CH:26]=[CH:25][C:24]([CH2:27][CH2:28][CH3:29])=[CH:23][CH:22]=1)=[O:19], predict the reactants needed to synthesize it. The reactants are: C([O:4][C:5]1[CH:14]=[CH:13][C:12]2[C:7](=[C:8]([NH:17][C:18]([NH:20][C:21]3[CH:26]=[CH:25][C:24]([CH2:27][CH2:28][CH3:29])=[CH:23][CH:22]=3)=[O:19])[C:9]([Cl:16])=[CH:10][C:11]=2[Cl:15])[CH:6]=1)(=O)C.C(=O)([O-])[O-].[K+].[K+]. (2) Given the product [CH3:14][O:15][C:16](=[O:26])[CH2:17][C:18]1([CH2:24][NH:25][C:6](=[O:7])[C:5]2[CH:9]=[CH:10][CH:11]=[CH:12][C:4]=2[N+:1]([O-:3])=[O:2])[CH2:19][CH2:20][CH2:21][CH2:22][CH2:23]1, predict the reactants needed to synthesize it. The reactants are: [N+:1]([C:4]1[CH:12]=[CH:11][CH:10]=[CH:9][C:5]=1[C:6](Cl)=[O:7])([O-:3])=[O:2].Cl.[CH3:14][O:15][C:16](=[O:26])[CH2:17][C:18]1([CH2:24][NH2:25])[CH2:23][CH2:22][CH2:21][CH2:20][CH2:19]1.CCN(C(C)C)C(C)C. (3) Given the product [Br:1][C:2]1[CH:7]=[C:6]([F:8])[CH:5]=[CH:4][C:3]=1[O:9][CH2:12][CH:13]([O:14][CH3:15])[CH3:16], predict the reactants needed to synthesize it. The reactants are: [Br:1][C:2]1[CH:7]=[C:6]([F:8])[CH:5]=[CH:4][C:3]=1[OH:9].BrC[CH2:12][CH2:13][O:14][CH3:15].[C:16](#N)C. (4) Given the product [Cl:12][C:5]1[C:4]2[C:9](=[CH:10][CH:11]=[C:2]([N:68]3[CH2:69][CH2:70][NH:65][C:66](=[O:71])[CH2:67]3)[CH:3]=2)[CH:8]=[N:7][CH:6]=1, predict the reactants needed to synthesize it. The reactants are: Br[C:2]1[CH:3]=[C:4]2[C:9](=[CH:10][CH:11]=1)[CH:8]=[N:7][CH:6]=[C:5]2[Cl:12].C1(P(C2C=CC=CC=2)C2C=CC3C(=CC=CC=3)C=2C2C3C(=CC=CC=3)C=CC=2P(C2C=CC=CC=2)C2C=CC=CC=2)C=CC=CC=1.CC(C)([O-])C.[Na+].[NH:65]1[CH2:70][CH2:69][NH:68][CH2:67][C:66]1=[O:71]. (5) The reactants are: [NH2:1][CH:2]1[CH2:7][CH2:6][N:5]([CH3:8])[CH2:4][CH2:3]1.C(N(CC)CC)C.[N+:16]([C:19]1[CH:27]=[CH:26][C:22]([C:23](Cl)=[O:24])=[CH:21][CH:20]=1)([O-:18])=[O:17]. Given the product [CH3:8][N:5]1[CH2:6][CH2:7][CH:2]([NH:1][C:23](=[O:24])[C:22]2[CH:21]=[CH:20][C:19]([N+:16]([O-:18])=[O:17])=[CH:27][CH:26]=2)[CH2:3][CH2:4]1, predict the reactants needed to synthesize it. (6) Given the product [CH3:1][C:2]1[CH:11]=[CH:10][C:9]2[C:4](=[CH:5][CH:6]=[C:7]3[O:15][CH2:14][C@H:13]([CH2:16][O:17][S:18]([C:21]4[CH:27]=[CH:26][C:24]([Br:25])=[CH:23][CH:22]=4)(=[O:20])=[O:19])[O:12][C:8]3=2)[N:3]=1, predict the reactants needed to synthesize it. The reactants are: [CH3:1][C:2]1[CH:11]=[CH:10][C:9]2[C:4](=[CH:5][CH:6]=[C:7]3[O:15][CH2:14][C@H:13]([CH2:16][OH:17])[O:12][C:8]3=2)[N:3]=1.[S:18](Cl)([C:21]1[CH:27]=[CH:26][C:24]([Br:25])=[CH:23][CH:22]=1)(=[O:20])=[O:19].C(N(CC)CC)C.O. (7) Given the product [Cl:6][C:7]1[C:15]([S:2]([Cl:1])(=[O:5])=[O:3])=[CH:14][C:10]([C:11]([OH:13])=[O:12])=[C:9]([OH:16])[CH:8]=1, predict the reactants needed to synthesize it. The reactants are: [Cl:1][S:2]([OH:5])(=O)=[O:3].[Cl:6][C:7]1[CH:8]=[C:9]([OH:16])[C:10](=[CH:14][CH:15]=1)[C:11]([OH:13])=[O:12].